Dataset: Full USPTO retrosynthesis dataset with 1.9M reactions from patents (1976-2016). Task: Predict the reactants needed to synthesize the given product. Given the product [Cl:1][C:2]1[CH:7]=[C:6]([Cl:8])[N:5]=[C:4]([CH:12]2[CH2:13][C:10](=[O:9])[CH2:11]2)[N:3]=1, predict the reactants needed to synthesize it. The reactants are: [Cl:1][C:2]1[CH:7]=[C:6]([Cl:8])[N:5]=[CH:4][N:3]=1.[O:9]=[C:10]1[CH2:13][CH:12](C(O)=O)[CH2:11]1.C(#N)C.O.[OH-].N.